From a dataset of Forward reaction prediction with 1.9M reactions from USPTO patents (1976-2016). Predict the product of the given reaction. (1) Given the reactants [OH:1][C@H:2]1[CH2:7][CH2:6][C@H:5]([C:8]([O:10][CH2:11][CH3:12])=[O:9])[CH2:4][CH2:3]1.[C:13]([Si:17](Cl)([C:24]1[CH:29]=[CH:28][CH:27]=[CH:26][CH:25]=1)[C:18]1[CH:23]=[CH:22][CH:21]=[CH:20][CH:19]=1)([CH3:16])([CH3:15])[CH3:14].N1C=CN=C1, predict the reaction product. The product is: [Si:17]([O:1][C@H:2]1[CH2:3][CH2:4][C@H:5]([C:8]([O:10][CH2:11][CH3:12])=[O:9])[CH2:6][CH2:7]1)([C:13]([CH3:16])([CH3:15])[CH3:14])([C:24]1[CH:25]=[CH:26][CH:27]=[CH:28][CH:29]=1)[C:18]1[CH:23]=[CH:22][CH:21]=[CH:20][CH:19]=1. (2) Given the reactants [NH2:1][CH2:2][C:3]([CH3:11])([CH2:9][OH:10])[C:4]([O:6][CH2:7][CH3:8])=[O:5].[C:12]([O-])([O-])=[O:13].[K+].[K+].[CH3:18][C:19]([O:22][C:23](O[C:23]([O:22][C:19]([CH3:21])([CH3:20])[CH3:18])=[O:24])=[O:24])([CH3:21])[CH3:20].CCN(CC)CC, predict the reaction product. The product is: [CH3:11][C:3]1([C:4]([O:6][CH2:7][CH3:8])=[O:5])[CH2:9][O:10][C:12](=[O:13])[N:1]([C:23]([O:22][C:19]([CH3:21])([CH3:20])[CH3:18])=[O:24])[CH2:2]1. (3) Given the reactants [F:1][C:2]1[CH:7]=[CH:6][N:5]=[C:4]([NH:8][C:9](=[O:15])[O:10][C:11]([CH3:14])([CH3:13])[CH3:12])[CH:3]=1.C([Li])CCC.CN([CH:24]=[O:25])C, predict the reaction product. The product is: [F:1][C:2]1[CH:7]=[CH:6][N:5]=[C:4]([NH:8][C:9](=[O:15])[O:10][C:11]([CH3:12])([CH3:14])[CH3:13])[C:3]=1[CH:24]=[O:25]. (4) Given the reactants [CH2:1]([O:8][C:9]1[CH:17]=[C:16]2[C:12]([C:13]([CH:24]=[O:25])=[N:14][N:15]2[CH:18]2[CH2:23][CH2:22][CH2:21][CH2:20][O:19]2)=[CH:11][CH:10]=1)[C:2]1[CH:7]=[CH:6][CH:5]=[CH:4][CH:3]=1.[CH3:26][Mg]Br.C1COCC1.Cl, predict the reaction product. The product is: [CH2:1]([O:8][C:9]1[CH:17]=[C:16]2[C:12]([C:13]([CH:24]([OH:25])[CH3:26])=[N:14][N:15]2[CH:18]2[CH2:23][CH2:22][CH2:21][CH2:20][O:19]2)=[CH:11][CH:10]=1)[C:2]1[CH:7]=[CH:6][CH:5]=[CH:4][CH:3]=1. (5) The product is: [Cl:10][C:11]1[CH:16]=[CH:15][C:14]([CH:17]([F:7])[CH:18]2[CH2:23][CH2:22][N:21]([C:24]([O:26][C:27]([CH3:30])([CH3:29])[CH3:28])=[O:25])[CH2:20][CH2:19]2)=[CH:13][CH:12]=1. Given the reactants C(N(S(F)(F)[F:7])CC)C.[Cl:10][C:11]1[CH:16]=[CH:15][C:14]([CH:17](O)[CH:18]2[CH2:23][CH2:22][N:21]([C:24]([O:26][C:27]([CH3:30])([CH3:29])[CH3:28])=[O:25])[CH2:20][CH2:19]2)=[CH:13][CH:12]=1, predict the reaction product. (6) Given the reactants [N-:1]=[C:2]=[O:3].[Na+].[NH2:5][C:6]1[CH:10]=[C:9]([C:11]2[CH:16]=[CH:15][C:14]([F:17])=[CH:13][CH:12]=2)[S:8][C:7]=1[C:18]([NH2:20])=[O:19], predict the reaction product. The product is: [NH2:1][C:2]([NH:5][C:6]1[CH:10]=[C:9]([C:11]2[CH:12]=[CH:13][C:14]([F:17])=[CH:15][CH:16]=2)[S:8][C:7]=1[C:18]([NH2:20])=[O:19])=[O:3]. (7) Given the reactants [ClH:1].[NH2:2][C@H:3]1[CH2:9][CH2:8][CH2:7][CH2:6][N:5]([CH2:10][C:11]2[CH:16]=[CH:15][CH:14]=[CH:13][CH:12]=2)[C:4]1=[O:17].BrCC1C=CC=CC=1[Cl:26], predict the reaction product. The product is: [ClH:26].[NH2:2][C@H:3]1[CH2:9][CH2:8][CH2:7][CH2:6][N:5]([CH2:10][C:11]2[CH:16]=[CH:15][CH:14]=[CH:13][C:12]=2[Cl:1])[C:4]1=[O:17]. (8) Given the reactants C1C=C(Cl)C=C(C(OO)=[O:9])C=1.[C:12]([C:16]1[CH:20]=[C:19]([NH:21][C:22]([NH:24][C:25]2[C:34]3[C:29](=[CH:30][CH:31]=[CH:32][CH:33]=3)[C:28]([O:35][C:36]3[CH:41]=[CH:40][N:39]=[C:38]([NH:42][C:43]4[CH:48]=[CH:47][CH:46]=[C:45]([S:49][CH:50]5[CH2:52][CH2:51]5)[CH:44]=4)[N:37]=3)=[CH:27][CH:26]=2)=[O:23])[N:18]([C:53]2[CH:54]=[N:55][C:56]([O:59][CH3:60])=[CH:57][CH:58]=2)[N:17]=1)([CH3:15])([CH3:14])[CH3:13].CO, predict the reaction product. The product is: [C:12]([C:16]1[CH:20]=[C:19]([NH:21][C:22]([NH:24][C:25]2[C:34]3[C:29](=[CH:30][CH:31]=[CH:32][CH:33]=3)[C:28]([O:35][C:36]3[CH:41]=[CH:40][N:39]=[C:38]([NH:42][C:43]4[CH:48]=[CH:47][CH:46]=[C:45]([S:49]([CH:50]5[CH2:52][CH2:51]5)=[O:9])[CH:44]=4)[N:37]=3)=[CH:27][CH:26]=2)=[O:23])[N:18]([C:53]2[CH:54]=[N:55][C:56]([O:59][CH3:60])=[CH:57][CH:58]=2)[N:17]=1)([CH3:15])([CH3:13])[CH3:14]. (9) Given the reactants C(OC([N:8]1[CH2:13][CH2:12][N:11]([C:14]2[C:15]3[C:30]([O:31][CH3:32])=[CH:29][N:28]=[CH:27][C:16]=3[N:17]=[C:18]([C:20]3[CH:25]=[CH:24][N:23]=[C:22](Cl)[CH:21]=3)[N:19]=2)[CH2:10][CH2:9]1)=O)(C)(C)C.[F:33][C:34]([F:43])([F:42])[C:35]1[CH:40]=[CH:39][CH:38]=[CH:37][C:36]=1[NH2:41], predict the reaction product. The product is: [CH3:32][O:31][C:30]1[C:15]2[C:14]([N:11]3[CH2:12][CH2:13][NH:8][CH2:9][CH2:10]3)=[N:19][C:18]([C:20]3[CH:25]=[CH:24][N:23]=[C:22]([NH:41][C:36]4[CH:37]=[CH:38][CH:39]=[CH:40][C:35]=4[C:34]([F:33])([F:42])[F:43])[CH:21]=3)=[N:17][C:16]=2[CH:27]=[N:28][CH:29]=1. (10) The product is: [NH2:2][C:1]1[N:3]=[C:4]([NH:5][C:6]2[CH:11]=[C:10]([Cl:12])[CH:9]=[C:8]([Cl:13])[CH:7]=2)[NH:17][N:16]=1. Given the reactants [C:1](/[N:3]=[C:4](\SC)/[NH:5][C:6]1[CH:11]=[C:10]([Cl:12])[CH:9]=[C:8]([Cl:13])[CH:7]=1)#[N:2].[NH2:16][NH2:17], predict the reaction product.